Dataset: Full USPTO retrosynthesis dataset with 1.9M reactions from patents (1976-2016). Task: Predict the reactants needed to synthesize the given product. (1) Given the product [Br:1][C:2]1[CH:10]=[CH:9][C:5]([C:6]([NH2:18])=[O:7])=[CH:4][C:3]=1[O:11][CH2:12][C:13]([F:16])([F:15])[F:14], predict the reactants needed to synthesize it. The reactants are: [Br:1][C:2]1[CH:10]=[CH:9][C:5]([C:6](O)=[O:7])=[CH:4][C:3]=1[O:11][CH2:12][C:13]([F:16])([F:15])[F:14].C[N:18](C=O)C.C(Cl)(=O)C(Cl)=O. (2) The reactants are: [CH3:1][O:2][C:3](=[O:13])[C@H:4]([CH2:9][CH:10]([CH3:12])[CH3:11])[CH2:5][C:6]([OH:8])=O.[CH3:14][O:15][C:16]1[CH:21]=[C:20]([O:22][CH3:23])[CH:19]=[CH:18][C:17]=1[CH2:24][NH:25][O:26][CH2:27][C:28]1[CH:33]=[CH:32][C:31]([O:34][CH3:35])=[CH:30][CH:29]=1.CCN=C=NCCCN(C)C.Cl.OC1C2N=NNC=2C=CC=1.C(N(C(C)C)CC)(C)C. Given the product [CH3:14][O:15][C:16]1[CH:21]=[C:20]([O:22][CH3:23])[CH:19]=[CH:18][C:17]=1[CH2:24][N:25]([O:26][CH2:27][C:28]1[CH:29]=[CH:30][C:31]([O:34][CH3:35])=[CH:32][CH:33]=1)[C:6]([CH2:5][C@@H:4]([CH2:9][CH:10]([CH3:12])[CH3:11])[C:3]([O:2][CH3:1])=[O:13])=[O:8], predict the reactants needed to synthesize it. (3) Given the product [C:26]([O:25][C:23]([N:19]1[CH2:18][CH2:17][N:16]([C:11]2[CH:10]=[C:9]3[C:14]([CH2:15][N:7]([CH:1]4[CH2:2][CH2:3][CH2:4][CH2:5][CH2:6]4)[C:8]3=[O:22])=[CH:13][CH:12]=2)[CH2:21][CH2:20]1)=[O:24])([CH3:29])([CH3:28])[CH3:27], predict the reactants needed to synthesize it. The reactants are: [CH:1]1([N:7]2[CH2:15][C:14]3[C:9](=[CH:10][C:11]([N:16]4[CH2:21][CH2:20][NH:19][CH2:18][CH2:17]4)=[CH:12][CH:13]=3)[C:8]2=[O:22])[CH2:6][CH2:5][CH2:4][CH2:3][CH2:2]1.[C:23](O[C:23]([O:25][C:26]([CH3:29])([CH3:28])[CH3:27])=[O:24])([O:25][C:26]([CH3:29])([CH3:28])[CH3:27])=[O:24]. (4) The reactants are: C([O:4][CH:5]1[C:9]2=[N:10][CH:11]=[C:12]([NH:31][C:32]([C:34]3[CH:39]=[CH:38][C:37]([F:40])=[C:36]([C:41]4[C:46]([F:47])=[CH:45][CH:44]=[CH:43][C:42]=4[F:48])[N:35]=3)=[O:33])[C:13]([N:14]3[CH2:19][C@H:18]([CH3:20])[C:17]([OH:22])([CH3:21])[C@H:16]([NH:23]C(OC(C)(C)C)=O)[CH2:15]3)=[C:8]2[CH2:7][CH2:6]1)(=O)C.[OH-].[Na+].Cl.O1CCOCC1. Given the product [NH2:23][C@H:16]1[C:17]([OH:22])([CH3:21])[C@@H:18]([CH3:20])[CH2:19][N:14]([C:13]2[C:12]([NH:31][C:32]([C:34]3[CH:39]=[CH:38][C:37]([F:40])=[C:36]([C:41]4[C:46]([F:47])=[CH:45][CH:44]=[CH:43][C:42]=4[F:48])[N:35]=3)=[O:33])=[CH:11][N:10]=[C:9]3[CH:5]([OH:4])[CH2:6][CH2:7][C:8]=23)[CH2:15]1, predict the reactants needed to synthesize it. (5) Given the product [CH3:1][N:2]([CH3:29])[C:3]([C:5]1[C:17]2[CH2:18][CH2:19][CH:20]([C:21]3[CH:26]=[CH:25][CH:24]=[CH:23][CH:22]=3)[O:28][C:16]=2[C:8]2[N:9]=[C:10]([CH3:15])[N:11]([CH2:12][O:13][CH3:14])[C:7]=2[CH:6]=1)=[O:4], predict the reactants needed to synthesize it. The reactants are: [CH3:1][N:2]([CH3:29])[C:3]([C:5]1[C:17]([CH2:18][CH2:19][CH:20](O)[C:21]2[CH:26]=[CH:25][CH:24]=[CH:23][CH:22]=2)=[C:16]([OH:28])[C:8]2[N:9]=[C:10]([CH3:15])[N:11]([CH2:12][O:13][CH3:14])[C:7]=2[CH:6]=1)=[O:4].P(=O)(O)(O)O.[OH-].[Na+].